Dataset: NCI-60 drug combinations with 297,098 pairs across 59 cell lines. Task: Regression. Given two drug SMILES strings and cell line genomic features, predict the synergy score measuring deviation from expected non-interaction effect. (1) Drug 1: CS(=O)(=O)C1=CC(=C(C=C1)C(=O)NC2=CC(=C(C=C2)Cl)C3=CC=CC=N3)Cl. Drug 2: C1=NNC2=C1C(=O)NC=N2. Cell line: LOX IMVI. Synergy scores: CSS=14.6, Synergy_ZIP=-6.79, Synergy_Bliss=-7.49, Synergy_Loewe=-4.39, Synergy_HSA=-4.53. (2) Drug 1: COC1=NC(=NC2=C1N=CN2C3C(C(C(O3)CO)O)O)N. Drug 2: C1=CC=C(C=C1)NC(=O)CCCCCCC(=O)NO. Cell line: T-47D. Synergy scores: CSS=6.37, Synergy_ZIP=-2.96, Synergy_Bliss=-6.34, Synergy_Loewe=-38.3, Synergy_HSA=-6.10.